Dataset: Full USPTO retrosynthesis dataset with 1.9M reactions from patents (1976-2016). Task: Predict the reactants needed to synthesize the given product. (1) Given the product [Cl:1][C:2]1[C:3]([C:32]2[S:31][C:30]([C:26]3([O:25][CH2:24][O:23][CH3:22])[CH2:27][CH2:28][CH2:29]3)=[N:34][CH:33]=2)=[C:4]2[CH:10]=[CH:9][N:8]([S:11]([C:14]3[CH:20]=[CH:19][C:17]([CH3:18])=[CH:16][CH:15]=3)(=[O:13])=[O:12])[C:5]2=[N:6][CH:7]=1, predict the reactants needed to synthesize it. The reactants are: [Cl:1][C:2]1[C:3](I)=[C:4]2[CH:10]=[CH:9][N:8]([S:11]([C:14]3[CH:20]=[CH:19][C:17]([CH3:18])=[CH:16][CH:15]=3)(=[O:13])=[O:12])[C:5]2=[N:6][CH:7]=1.[CH3:22][O:23][CH2:24][O:25][C:26]1([C:30]2[S:31][C:32]([Sn](CCCC)(CCCC)CCCC)=[CH:33][N:34]=2)[CH2:29][CH2:28][CH2:27]1. (2) Given the product [Br:5][C:6]1[CH:7]=[C:8]([C:23]([F:26])=[CH:24][CH:25]=1)[CH2:9][C@@H:10]([C:19]([O:21][CH3:22])=[O:20])[N:11]([C:12]([O:14][C:15]([CH3:18])([CH3:17])[CH3:16])=[O:13])[CH3:2], predict the reactants needed to synthesize it. The reactants are: I[CH3:2].[H-].[Na+].[Br:5][C:6]1[CH:7]=[C:8]([C:23]([F:26])=[CH:24][CH:25]=1)[CH2:9][C@@H:10]([C:19]([O:21][CH3:22])=[O:20])[NH:11][C:12]([O:14][C:15]([CH3:18])([CH3:17])[CH3:16])=[O:13].O. (3) Given the product [CH3:34][C:35]1([CH3:44])[CH2:40][N:39]([C:29]([C:4]2[C:3]([C:1]#[N:2])=[CH:8][N:7]=[C:6]([N:9]3[CH2:14][CH2:13][CH:12]([N:15]4[CH2:21][CH2:20][C:19]5[CH:22]=[C:23]([O:26][CH3:27])[CH:24]=[CH:25][C:18]=5[NH:17][C:16]4=[O:28])[CH2:11][CH2:10]3)[CH:5]=2)=[O:30])[CH2:38][C:37]2[CH:41]=[N:42][NH:43][C:36]1=2, predict the reactants needed to synthesize it. The reactants are: [C:1]([C:3]1[C:4]([C:29](O)=[O:30])=[CH:5][C:6]([N:9]2[CH2:14][CH2:13][CH:12]([N:15]3[CH2:21][CH2:20][C:19]4[CH:22]=[C:23]([O:26][CH3:27])[CH:24]=[CH:25][C:18]=4[NH:17][C:16]3=[O:28])[CH2:11][CH2:10]2)=[N:7][CH:8]=1)#[N:2].Cl.Cl.[CH3:34][C:35]1([CH3:44])[CH2:40][NH:39][CH2:38][C:37]2[CH:41]=[N:42][NH:43][C:36]1=2.CN(C(ON1N=NC2C=CC=CC1=2)=[N+](C)C)C.[B-](F)(F)(F)F. (4) The reactants are: Cl.[F:2][C:3]1[CH:11]=[C:10]([O:12][CH2:13][CH2:14][CH2:15][N:16]2[CH2:21][CH2:20][CH2:19][CH2:18][CH2:17]2)[C:9]([F:22])=[CH:8][C:4]=1[C:5]([Cl:7])=[O:6].[NH:23]1[CH2:28][CH2:27][CH2:26][CH2:25][CH2:24]1. Given the product [ClH:7].[F:2][C:3]1[CH:11]=[C:10]([O:12][CH2:13][CH2:14][CH2:15][N:16]2[CH2:21][CH2:20][CH2:19][CH2:18][CH2:17]2)[C:9]([F:22])=[CH:8][C:4]=1[C:5]([N:23]1[CH2:28][CH2:27][CH2:26][CH2:25][CH2:24]1)=[O:6], predict the reactants needed to synthesize it. (5) Given the product [OH:32][CH2:15][CH2:14][O:16][CH2:6][CH2:5][CH2:4][CH2:3][CH2:2][C:1]([O:8][CH3:9])=[O:7], predict the reactants needed to synthesize it. The reactants are: [C:1]([O:8][CH3:9])(=[O:7])[CH2:2][CH2:3][CH2:4][CH2:5][CH3:6].C1(=O)[O:16][CH:14]([CH3:15])CCC1.CN(C1C=CC2C=C(C(C3CCC(C(O)=O)CC3)=[O:32])C=CC=2C=1)C.C1OC1.B(F)(F)F.CCOCC.[Na+].[Cl-]. (6) Given the product [CH2:23]([O:1][C:2]1[CH:14]=[CH:13][C:12]2[C:11]3[C:6](=[CH:7][C:8]([O:15][CH2:44][CH2:43][CH2:42][CH2:41][CH2:40][CH2:39][CH2:38][CH2:37][CH2:36][CH2:35][CH2:34][CH2:33][CH2:32][CH2:31][CH2:30][CH2:29][CH2:28][CH2:27][CH2:26][CH2:25][CH2:24][CH3:23])=[CH:9][CH:10]=3)[C:5](=[O:16])[C:4]=2[CH:3]=1)[CH2:24][CH2:25][CH2:26][CH2:27][CH2:28][CH2:29][CH2:30][CH2:31][CH2:32][CH2:33][CH2:34][CH2:35][CH2:36][CH2:37][CH2:38][CH2:39][CH2:40][CH2:41][CH2:42][CH2:43][CH3:44], predict the reactants needed to synthesize it. The reactants are: [OH:1][C:2]1[CH:14]=[CH:13][C:12]2[C:11]3[C:6](=[CH:7][C:8]([OH:15])=[CH:9][CH:10]=3)[C:5](=[O:16])[C:4]=2[CH:3]=1.C(=O)([O-])[O-].[K+].[K+].[CH2:23](Br)[CH2:24][CH2:25][CH2:26][CH2:27][CH2:28][CH2:29][CH2:30][CH2:31][CH2:32][CH2:33][CH2:34][CH2:35][CH2:36][CH2:37][CH2:38][CH2:39][CH2:40][CH2:41][CH2:42][CH2:43][CH3:44].Cl. (7) Given the product [F:1][C:2]1[CH:3]=[C:4]([N+:11]([O-:13])=[O:12])[CH:5]=[C:6]2[C:10]=1[NH:9][CH:8]=[CH:7]2, predict the reactants needed to synthesize it. The reactants are: [F:1][C:2]1[CH:3]=[C:4]([N+:11]([O-:13])=[O:12])[CH:5]=[C:6]2[C:10]=1[NH:9][CH2:8][CH2:7]2.